This data is from Reaction yield outcomes from USPTO patents with 853,638 reactions. The task is: Predict the reaction yield, written as a fraction of the theoretical maximum amount of product (1.0 means a 100% yield; for example, 0.34 means a 34% yield). (1) The reactants are C(O)(C(F)(F)F)=O.[F:8][C:9]1[CH:14]=[CH:13][CH:12]=[C:11]([F:15])[C:10]=1[C:16]1[CH:17]=[CH:18][C:19]2[N:20]([C:22]([NH:25][C:26]3[CH:27]=[N:28][CH:29]=[CH:30][C:31]=3[N:32]3[CH2:37][CH2:36][N:35](C(OC(C)(C)C)=O)[CH2:34][CH2:33]3)=[N:23][CH:24]=2)[N:21]=1.CO. The catalyst is C(Cl)Cl. The product is [F:8][C:9]1[CH:14]=[CH:13][CH:12]=[C:11]([F:15])[C:10]=1[C:16]1[CH:17]=[CH:18][C:19]2[N:20]([C:22]([NH:25][C:26]3[CH:27]=[N:28][CH:29]=[CH:30][C:31]=3[N:32]3[CH2:33][CH2:34][NH:35][CH2:36][CH2:37]3)=[N:23][CH:24]=2)[N:21]=1. The yield is 0.940. (2) The reactants are C(Cl)(=O)C(Cl)=O.[Cl:7][C:8]1[C:16]([F:17])=[CH:15][C:11]([C:12]([OH:14])=O)=[C:10]([F:18])[CH:9]=1.C(=O)([O-])[O-].[K+].[K+].[CH:25]1([C@H:28]([NH2:30])[CH3:29])[CH2:27][CH2:26]1. The catalyst is O.C(Cl)Cl.CN(C=O)C. The product is [Cl:7][C:8]1[C:16]([F:17])=[CH:15][C:11]([C:12]([NH:30][C@@H:28]([CH:25]2[CH2:27][CH2:26]2)[CH3:29])=[O:14])=[C:10]([F:18])[CH:9]=1. The yield is 0.960. (3) The reactants are B([O-])([O-])[O-].[Si+4].B([O-])([O-])[O-].B([O-])([O-])[O-].B([O-])([O-])[O-].[Si+4].[Si+4].[F:20][C:21]([F:50])([F:49])[CH2:22][C:23]([NH:25][CH2:26][C:27]1[CH:32]=[CH:31][C:30](/[CH:33]=[CH:34]/[CH:35]([C:40]2[CH:45]=[C:44]([Cl:46])[C:43]([Cl:47])=[C:42]([Cl:48])[CH:41]=2)[C:36]([F:39])([F:38])[F:37])=[CH:29][CH:28]=1)=[O:24]. The catalyst is CS(C)=O. The product is [F:49][C:21]([F:20])([F:50])[CH2:22][C:23]([NH:25][CH2:26][C:27]1[CH:32]=[CH:31][C:30](/[CH:33]=[CH:34]\[CH:35]([C:40]2[CH:41]=[C:42]([Cl:48])[C:43]([Cl:47])=[C:44]([Cl:46])[CH:45]=2)[C:36]([F:37])([F:38])[F:39])=[CH:29][CH:28]=1)=[O:24]. The yield is 0.0800. (4) The reactants are [Cl:1][CH2:2][CH2:3][CH2:4][C:5]1[S:9][C:8]([C:10]2[CH:15]=[CH:14][CH:13]=[CH:12][CH:11]=2)=[N:7][C:6]=1[C:16](Cl)=[O:17].CCN(C(C)C)C(C)C.[N:28]1[C:36]2[C:31](=[N:32][CH:33]=[CH:34][CH:35]=2)[S:30][C:29]=1[C:37]1[CH:43]=[CH:42][CH:41]=[CH:40][C:38]=1[NH2:39]. The catalyst is CC#N. The product is [Cl:1][CH2:2][CH2:3][CH2:4][C:5]1[S:9][C:8]([C:10]2[CH:15]=[CH:14][CH:13]=[CH:12][CH:11]=2)=[N:7][C:6]=1[C:16]([NH:39][C:38]1[CH:40]=[CH:41][CH:42]=[CH:43][C:37]=1[C:29]1[S:30][C:31]2[C:36]([N:28]=1)=[CH:35][CH:34]=[CH:33][N:32]=2)=[O:17]. The yield is 0.260. (5) The yield is 0.990. The catalyst is CN(C)C=O. The reactants are Cl[C:2]1[N:3]=[CH:4][C:5]([C:8]([OH:10])=[O:9])=[N:6][CH:7]=1.[O:11]1[CH2:14][CH2:13][CH:12]1[CH2:15][OH:16].CC(C)([O-])C.[K+]. The product is [O:11]1[CH2:14][CH2:13][CH:12]1[CH2:15][O:16][C:2]1[N:3]=[CH:4][C:5]([C:8]([OH:10])=[O:9])=[N:6][CH:7]=1. (6) The reactants are Br[C:2]1[CH:7]=[CH:6][C:5]([CH3:8])=[CH:4][N:3]=1.[O-]P([O-])([O-])=O.[K+].[K+].[K+].[CH3:17][O:18][C:19](=[O:38])[C:20]1[CH:25]=[C:24](B2OC(C)(C)C(C)(C)O2)[CH:23]=[C:22]([N+:35]([O-:37])=[O:36])[CH:21]=1. The catalyst is COCCOC.O.C1C=CC([P]([Pd]([P](C2C=CC=CC=2)(C2C=CC=CC=2)C2C=CC=CC=2)([P](C2C=CC=CC=2)(C2C=CC=CC=2)C2C=CC=CC=2)[P](C2C=CC=CC=2)(C2C=CC=CC=2)C2C=CC=CC=2)(C2C=CC=CC=2)C2C=CC=CC=2)=CC=1. The product is [CH3:17][O:18][C:19](=[O:38])[C:20]1[CH:21]=[C:22]([N+:35]([O-:37])=[O:36])[CH:23]=[C:24]([C:2]2[CH:7]=[CH:6][C:5]([CH3:8])=[CH:4][N:3]=2)[CH:25]=1. The yield is 0.400. (7) The reactants are [C:1]([N:4]1[C:13]2[C:8](=[CH:9][CH:10]=[CH:11][CH:12]=2)[C:7](=[N:14][C:15]2[CH:20]=[CH:19][C:18]([CH2:21][O:22][Si:23]([C:36]([CH3:39])([CH3:38])[CH3:37])([C:30]3[CH:35]=[CH:34][CH:33]=[CH:32][CH:31]=3)[C:24]3[CH:29]=[CH:28][CH:27]=[CH:26][CH:25]=3)=[CH:17][CH:16]=2)[CH2:6][CH:5]1[CH3:40])(=[O:3])[CH3:2].[BH4-].[Na+].O.O.O.O.O.O.O.[Cl-].[Cl-].[Cl-].[Ce+3].Cl.C([O-])(O)=O.[Na+]. The catalyst is CO. The product is [C:1]([N:4]1[C:13]2[C:8](=[CH:9][CH:10]=[CH:11][CH:12]=2)[CH:7]([NH:14][C:15]2[CH:20]=[CH:19][C:18]([CH2:21][O:22][Si:23]([C:36]([CH3:39])([CH3:38])[CH3:37])([C:24]3[CH:29]=[CH:28][CH:27]=[CH:26][CH:25]=3)[C:30]3[CH:31]=[CH:32][CH:33]=[CH:34][CH:35]=3)=[CH:17][CH:16]=2)[CH2:6][CH:5]1[CH3:40])(=[O:3])[CH3:2]. The yield is 0.850. (8) The reactants are [Br:1][C:2]1[S:10][C:9]2[C:8]([N:11]3[CH2:16][CH2:15][NH:14][C:13]([CH3:18])([CH3:17])[CH2:12]3)=[N:7][CH:6]=[N:5][C:4]=2[CH:3]=1.[Cl:19][C:20]1[CH:21]=[C:22]([C@@H:26]([NH:28][C:29](=O)[O:30]C2C=CC([N+]([O-])=O)=CC=2)[CH3:27])[CH:23]=[CH:24][CH:25]=1.C(N(CC)CC)C. The catalyst is C(#N)C. The product is [Br:1][C:2]1[S:10][C:9]2[C:8]([N:11]3[CH2:16][CH2:15][N:14]([C:29]([NH:28][C@H:26]([C:22]4[CH:23]=[CH:24][CH:25]=[C:20]([Cl:19])[CH:21]=4)[CH3:27])=[O:30])[C:13]([CH3:18])([CH3:17])[CH2:12]3)=[N:7][CH:6]=[N:5][C:4]=2[CH:3]=1. The yield is 0.810.